From a dataset of NCI-60 drug combinations with 297,098 pairs across 59 cell lines. Regression. Given two drug SMILES strings and cell line genomic features, predict the synergy score measuring deviation from expected non-interaction effect. (1) Drug 1: CNC(=O)C1=NC=CC(=C1)OC2=CC=C(C=C2)NC(=O)NC3=CC(=C(C=C3)Cl)C(F)(F)F. Drug 2: CCN(CC)CCCC(C)NC1=C2C=C(C=CC2=NC3=C1C=CC(=C3)Cl)OC. Cell line: UACC62. Synergy scores: CSS=5.68, Synergy_ZIP=-4.94, Synergy_Bliss=-7.95, Synergy_Loewe=-6.73, Synergy_HSA=-4.00. (2) Drug 1: C1CCC(CC1)NC(=O)N(CCCl)N=O. Drug 2: CC(C)CN1C=NC2=C1C3=CC=CC=C3N=C2N. Cell line: UO-31. Synergy scores: CSS=5.28, Synergy_ZIP=-2.03, Synergy_Bliss=-1.81, Synergy_Loewe=-1.44, Synergy_HSA=-1.58. (3) Drug 1: C1=CC(=CC=C1CCC2=CNC3=C2C(=O)NC(=N3)N)C(=O)NC(CCC(=O)O)C(=O)O. Drug 2: C1=CC(=CC=C1CC(C(=O)O)N)N(CCCl)CCCl.Cl. Cell line: SF-295. Synergy scores: CSS=32.0, Synergy_ZIP=-3.91, Synergy_Bliss=-1.76, Synergy_Loewe=-8.33, Synergy_HSA=1.79. (4) Drug 1: C1CN1P(=S)(N2CC2)N3CC3. Drug 2: CC1=C(C(=O)C2=C(C1=O)N3CC4C(C3(C2COC(=O)N)OC)N4)N. Synergy scores: CSS=66.6, Synergy_ZIP=2.41, Synergy_Bliss=2.44, Synergy_Loewe=5.00, Synergy_HSA=7.93. Cell line: DU-145. (5) Drug 1: C1CC(=O)NC(=O)C1N2CC3=C(C2=O)C=CC=C3N. Drug 2: CC1CCCC2(C(O2)CC(NC(=O)CC(C(C(=O)C(C1O)C)(C)C)O)C(=CC3=CSC(=N3)C)C)C. Cell line: HCC-2998. Synergy scores: CSS=14.5, Synergy_ZIP=-2.82, Synergy_Bliss=1.33, Synergy_Loewe=-76.2, Synergy_HSA=0.986. (6) Drug 1: CC1=C(C=C(C=C1)NC(=O)C2=CC=C(C=C2)CN3CCN(CC3)C)NC4=NC=CC(=N4)C5=CN=CC=C5. Drug 2: C1=NNC2=C1C(=O)NC=N2. Cell line: UACC-257. Synergy scores: CSS=0.124, Synergy_ZIP=-0.274, Synergy_Bliss=-0.107, Synergy_Loewe=-0.491, Synergy_HSA=-0.445. (7) Drug 1: C1=CC(=CC=C1C#N)C(C2=CC=C(C=C2)C#N)N3C=NC=N3. Synergy scores: CSS=14.4, Synergy_ZIP=-6.15, Synergy_Bliss=-4.95, Synergy_Loewe=-2.11, Synergy_HSA=-2.06. Drug 2: C(CCl)NC(=O)N(CCCl)N=O. Cell line: HS 578T.